From a dataset of Forward reaction prediction with 1.9M reactions from USPTO patents (1976-2016). Predict the product of the given reaction. Given the reactants [CH2:1]([S:8][C:9]1[CH:10]=[CH:11][C:12]([NH:22][C:23]2[CH:24]=[N:25][C:26]([C:31]3[CH:36]=[CH:35][CH:34]=[C:33]([F:37])[CH:32]=3)=[CH:27][C:28]=2[O:29][CH3:30])=[C:13](/[CH:15]=[CH:16]/[C:17]([O:19]CC)=O)[CH:14]=1)[C:2]1[CH:7]=[CH:6][CH:5]=[CH:4][CH:3]=1.C(P(CCCC)CCCC)CCC.C[O-].[Na+], predict the reaction product. The product is: [CH2:1]([S:8][C:9]1[CH:14]=[C:13]2[C:12](=[CH:11][CH:10]=1)[N:22]([C:23]1[CH:24]=[N:25][C:26]([C:31]3[CH:36]=[CH:35][CH:34]=[C:33]([F:37])[CH:32]=3)=[CH:27][C:28]=1[O:29][CH3:30])[C:17](=[O:19])[CH:16]=[CH:15]2)[C:2]1[CH:7]=[CH:6][CH:5]=[CH:4][CH:3]=1.